From a dataset of Forward reaction prediction with 1.9M reactions from USPTO patents (1976-2016). Predict the product of the given reaction. (1) Given the reactants [CH3:1][NH:2][C:3]([C:5]1[CH:14]=[CH:13][C:12]2[C:7](=[CH:8][CH:9]=[CH:10][C:11]=2[NH:15][CH2:16][C:17]([OH:35])([C:31]([F:34])([F:33])[F:32])[CH2:18][C:19]([C:22]2[CH:27]=[C:26]([F:28])[CH:25]=[CH:24][C:23]=2[O:29]C)([CH3:21])[CH3:20])[N:6]=1)=[O:4].B(Br)(Br)Br, predict the reaction product. The product is: [CH3:1][NH:2][C:3]([C:5]1[CH:14]=[CH:13][C:12]2[C:7](=[CH:8][CH:9]=[CH:10][C:11]=2[NH:15][CH2:16][C:17]([OH:35])([C:31]([F:32])([F:33])[F:34])[CH2:18][C:19]([C:22]2[CH:27]=[C:26]([F:28])[CH:25]=[CH:24][C:23]=2[OH:29])([CH3:21])[CH3:20])[N:6]=1)=[O:4]. (2) Given the reactants CC1(C)O[C:6](=O)[CH2:5][C:4](=O)[O:3]1.C(OC)(OC)OC.[Cl:18][C:19]1[CH:25]=[C:24]([CH3:26])[C:22]([NH2:23])=[CH:21][CH:20]=1.O, predict the reaction product. The product is: [Cl:18][C:19]1[CH:20]=[C:21]2[C:22](=[C:24]([CH3:26])[CH:25]=1)[N:23]=[CH:6][CH:5]=[C:4]2[OH:3]. (3) Given the reactants Br[C:2]1[C:3](=[O:18])[N:4]([C:10]2[CH:15]=[C:14]([Cl:16])[CH:13]=[C:12]([Cl:17])[CH:11]=2)[N:5]=[CH:6][C:7]=1[O:8][CH3:9].C([Li])CCC.[Cl-].[NH4+], predict the reaction product. The product is: [Cl:17][C:12]1[CH:11]=[C:10]([N:4]2[C:3](=[O:18])[CH:2]=[C:7]([O:8][CH3:9])[CH:6]=[N:5]2)[CH:15]=[C:14]([Cl:16])[CH:13]=1. (4) The product is: [NH2:53][C:49]1[CH:48]=[C:47]([O:46][C:45]2[CH:44]=[CH:43][C:42]([NH:62][C:8]([C:7]3[C:2](=[O:1])[N:3]([C:11]4[CH:16]=[CH:15][CH:14]=[CH:13][CH:12]=4)[CH:4]=[CH:5][CH:6]=3)=[O:10])=[CH:41][C:40]=2[F:39])[CH:52]=[CH:51][N:50]=1. Given the reactants [O:1]=[C:2]1[C:7]([C:8]([OH:10])=O)=[CH:6][CH:5]=[CH:4][N:3]1[C:11]1[CH:16]=[CH:15][CH:14]=[CH:13][CH:12]=1.C1C=CC2N(O)N=NC=2C=1.CCN=C=NCCCN(C)C.Cl.[F:39][C:40]1[CH:41]=[C:42]([NH:62]C(=O)CC(NC2C=CC(F)=CC=2)=O)[CH:43]=[CH:44][C:45]=1[O:46][C:47]1[CH:52]=[CH:51][N:50]=[C:49]([NH:53]CCN2CCOCC2)[CH:48]=1, predict the reaction product. (5) Given the reactants [C:1]([C:5]1[N:10]=[C:9]([N:11]2[CH2:16][CH2:15][N:14]([CH2:17][CH2:18][CH2:19][CH2:20][NH2:21])[CH2:13][CH2:12]2)[CH:8]=[C:7]([C:22]([F:25])([F:24])[F:23])[N:6]=1)([CH3:4])([CH3:3])[CH3:2].C1N=CN([C:31](N2C=NC=C2)=[O:32])C=1.[C:38]([N:46]1[CH2:51][CH2:50][NH:49][CH2:48][CH2:47]1)(=[O:45])[C:39]1[CH:44]=[CH:43][CH:42]=[CH:41][CH:40]=1, predict the reaction product. The product is: [C:38]([N:46]1[CH2:51][CH2:50][N:49]([C:31]([NH:21][CH2:20][CH2:19][CH2:18][CH2:17][N:14]2[CH2:15][CH2:16][N:11]([C:9]3[CH:8]=[C:7]([C:22]([F:24])([F:25])[F:23])[N:6]=[C:5]([C:1]([CH3:4])([CH3:2])[CH3:3])[N:10]=3)[CH2:12][CH2:13]2)=[O:32])[CH2:48][CH2:47]1)(=[O:45])[C:39]1[CH:44]=[CH:43][CH:42]=[CH:41][CH:40]=1. (6) Given the reactants [CH2:1]=[C:2]([CH:4]1[CH2:15][CH2:14][CH2:13][CH2:12][CH2:11][CH2:10][CH2:9][CH2:8][CH2:7][CH2:6][C:5]1=[O:16])[CH3:3].[CH3:17][O:18][N:19]=[CH:20][CH3:21].Cl[Sn](Cl)(Cl)Cl, predict the reaction product. The product is: [CH3:17][O:18][N:19]1[CH:20]([CH3:21])[CH2:3][C:2]([CH3:1])=[CH:4][CH2:15][CH2:14][CH2:13][CH2:12][CH2:11][CH2:10][CH2:9][CH2:8][CH2:7][CH2:6][C:5]1=[O:16].